Dataset: Forward reaction prediction with 1.9M reactions from USPTO patents (1976-2016). Task: Predict the product of the given reaction. Given the reactants [Cl:1][C:2]1[N:7]2[N:8]=[C:9]([C:11]3[CH:16]=[CH:15][CH:14]=[C:13]([Cl:17])[CH:12]=3)[CH:10]=[C:6]2[N:5]=[C:4]([CH3:18])[C:3]=1[CH2:19][C:20]([O:22][CH3:23])=[O:21].C[Si]([N-][Si](C)(C)C)(C)C.[K+].C1(C2[O:42]N2S(C2C=CC=CC=2)(=O)=O)C=CC=CC=1, predict the reaction product. The product is: [Cl:1][C:2]1[N:7]2[N:8]=[C:9]([C:11]3[CH:16]=[CH:15][CH:14]=[C:13]([Cl:17])[CH:12]=3)[CH:10]=[C:6]2[N:5]=[C:4]([CH3:18])[C:3]=1[CH:19]([OH:42])[C:20]([O:22][CH3:23])=[O:21].